From a dataset of Reaction yield outcomes from USPTO patents with 853,638 reactions. Predict the reaction yield, written as a fraction of the theoretical maximum amount of product (1.0 means a 100% yield; for example, 0.34 means a 34% yield). (1) The reactants are [CH:1]([CH2:3][C:4]([OH:6])=[O:5])=[CH2:2].[CH3:7][C:8]1[CH:17]=[C:16]([CH2:18][O:19][C:20]2[CH:28]=[CH:27][C:23]([CH:24]=[N:25][OH:26])=[CH:22][CH:21]=2)[C:15]2[C:10](=[CH:11][CH:12]=[CH:13][CH:14]=2)[N:9]=1. The catalyst is C1COCC1. The product is [CH3:7][C:8]1[CH:17]=[C:16]([CH2:18][O:19][C:20]2[CH:21]=[CH:22][C:23]([C:24]3[CH2:2][CH:1]([CH2:3][C:4]([OH:6])=[O:5])[O:26][N:25]=3)=[CH:27][CH:28]=2)[C:15]2[C:10](=[CH:11][CH:12]=[CH:13][CH:14]=2)[N:9]=1. The yield is 1.00. (2) The reactants are O/[CH:2]=[C:3]1/[CH2:4][C@:5]2([C:29]3[CH:34]=[CH:33][CH:32]=[CH:31][CH:30]=3)[C:14]3[N:13]=[C:12]([C:15]4[CH:20]=[CH:19][CH:18]=[CH:17][C:16]=4[O:21][CH3:22])[N:11]=[C:10]([O:23][CH3:24])[C:9]=3[CH2:8][CH2:7][C@H:6]2[C@H:25]([CH3:28])[C:26]/1=[O:27].Cl.[NH2:36]O. The catalyst is C(O)C. The product is [CH3:24][O:23][C:10]1[C:9]2[CH2:8][CH2:7][C@H:6]3[C@H:25]([CH3:28])[C:26]4[O:27][N:36]=[CH:2][C:3]=4[CH2:4][C@:5]3([C:29]3[CH:34]=[CH:33][CH:32]=[CH:31][CH:30]=3)[C:14]=2[N:13]=[C:12]([C:15]2[CH:20]=[CH:19][CH:18]=[CH:17][C:16]=2[O:21][CH3:22])[N:11]=1. The yield is 0.190. (3) The reactants are Cl[C:2]1[N:7]=[C:6]([C:8]2[S:12][C:11]([CH:13]3[CH2:16][CH2:15][CH2:14]3)=[N:10][C:9]=2[C:17]2[C:18]([F:35])=[C:19]([NH:23][S:24]([C:27]3[CH:32]=[C:31]([F:33])[CH:30]=[CH:29][C:28]=3[F:34])(=[O:26])=[O:25])[CH:20]=[CH:21][CH:22]=2)[CH:5]=[CH:4][N:3]=1.[CH3:36][S:37]([N:40]1[CH2:45][CH2:44][CH:43]([NH2:46])[CH2:42][CH2:41]1)(=[O:39])=[O:38]. The catalyst is C1COCC1. The product is [CH:13]1([C:11]2[S:12][C:8]([C:6]3[CH:5]=[CH:4][N:3]=[C:2]([NH:46][CH:43]4[CH2:44][CH2:45][N:40]([S:37]([CH3:36])(=[O:39])=[O:38])[CH2:41][CH2:42]4)[N:7]=3)=[C:9]([C:17]3[C:18]([F:35])=[C:19]([NH:23][S:24]([C:27]4[CH:32]=[C:31]([F:33])[CH:30]=[CH:29][C:28]=4[F:34])(=[O:26])=[O:25])[CH:20]=[CH:21][CH:22]=3)[N:10]=2)[CH2:16][CH2:15][CH2:14]1. The yield is 0.590. (4) The reactants are [OH:1][CH2:2][C:3]1[N:4]=[C:5]([CH3:8])[NH:6][CH:7]=1.[C:9]1([CH3:19])[CH:14]=[CH:13][C:12]([S:15](Cl)(=[O:17])=[O:16])=[CH:11][CH:10]=1.[OH-].[Na+]. The catalyst is O.C1COCC1. The product is [OH:1][CH2:2][C:3]1[N:4]=[C:5]([CH3:8])[N:6]([S:15]([C:12]2[CH:13]=[CH:14][C:9]([CH3:19])=[CH:10][CH:11]=2)(=[O:17])=[O:16])[CH:7]=1. The yield is 0.350. (5) The reactants are [Br:1][C:2]1[CH:7]=[CH:6][C:5]([N+:8]([O-:10])=[O:9])=[C:4](F)[CH:3]=1.[NH2:12][CH2:13][CH2:14][OH:15]. The catalyst is C(O)CCC. The product is [Br:1][C:2]1[CH:7]=[CH:6][C:5]([N+:8]([O-:10])=[O:9])=[C:4]([NH:12][CH2:13][CH2:14][OH:15])[CH:3]=1. The yield is 0.980. (6) The reactants are [CH2:1]([C@H:8]([NH:33][C:34](=[O:44])[O:35][C@@H:36]1[C@H:43]2[C@H:39]([O:40][CH2:41][CH2:42]2)[O:38][CH2:37]1)[C@H:9]([OH:32])[CH2:10][N:11]([CH2:23][C:24]([CH3:31])([CH3:30])[CH2:25][CH2:26][CH2:27][C:28]#[N:29])[S:12]([C:15]1[CH:20]=[CH:19][CH:18]=[C:17]([NH:21][CH3:22])[CH:16]=1)(=[O:14])=[O:13])[C:2]1[CH:7]=[CH:6][CH:5]=[CH:4][CH:3]=1. The catalyst is [Ni]. The product is [NH2:29][CH2:28][CH2:27][CH2:26][CH2:25][C:24]([CH3:31])([CH3:30])[CH2:23][N:11]([S:12]([C:15]1[CH:20]=[CH:19][CH:18]=[C:17]([NH:21][CH3:22])[CH:16]=1)(=[O:14])=[O:13])[CH2:10][C@@H:9]([OH:32])[C@@H:8]([NH:33][C:34](=[O:44])[O:35][C@@H:36]1[C@H:43]2[C@H:39]([O:40][CH2:41][CH2:42]2)[O:38][CH2:37]1)[CH2:1][C:2]1[CH:3]=[CH:4][CH:5]=[CH:6][CH:7]=1. The yield is 0.720. (7) The product is [NH2:19][C:14]1[CH:13]=[C:12]([NH:11][C:9](=[O:10])[C:8]2[CH:22]=[CH:23][CH:24]=[C:6]([C:3]([C:1]#[N:2])([CH3:5])[CH3:4])[CH:7]=2)[CH:17]=[CH:16][C:15]=1[CH3:18]. The reactants are [C:1]([C:3]([C:6]1[CH:7]=[C:8]([CH:22]=[CH:23][CH:24]=1)[C:9]([NH:11][C:12]1[CH:17]=[CH:16][C:15]([CH3:18])=[C:14]([N+:19]([O-])=O)[CH:13]=1)=[O:10])([CH3:5])[CH3:4])#[N:2]. The catalyst is [Pd].O.NN.C(O)C. The yield is 0.910.